This data is from Reaction yield outcomes from USPTO patents with 853,638 reactions. The task is: Predict the reaction yield, written as a fraction of the theoretical maximum amount of product (1.0 means a 100% yield; for example, 0.34 means a 34% yield). (1) The reactants are [CH2:1]([O:3][C:4]([C@@H:6]1[CH2:15][C@@H:14]2[C@@H:9]([CH2:10][CH2:11][C@H:12]([O:16][C:17]3[CH:22]=[C:21]([N:23]4[CH:27]=[CH:26][CH:25]=[N:24]4)[CH:20]=[CH:19][C:18]=3[C:28]#[N:29])[CH2:13]2)[CH2:8][N:7]1[C:30]([O:32][C:33]([CH3:36])([CH3:35])[CH3:34])=[O:31])=[O:5])[CH3:2].[N:37]([Sn](CCCC)(CCCC)CCCC)=[N+:38]=[N-:39].C1(C)C=CC=CC=1. The catalyst is C(OCC)(=O)C. The product is [CH2:1]([O:3][C:4]([C@@H:6]1[CH2:15][C@@H:14]2[C@@H:9]([CH2:10][CH2:11][C@H:12]([O:16][C:17]3[CH:22]=[C:21]([N:23]4[CH:27]=[CH:26][CH:25]=[N:24]4)[CH:20]=[CH:19][C:18]=3[C:28]3[N:37]=[N:38][NH:39][N:29]=3)[CH2:13]2)[CH2:8][N:7]1[C:30]([O:32][C:33]([CH3:35])([CH3:34])[CH3:36])=[O:31])=[O:5])[CH3:2]. The yield is 0.594. (2) The reactants are [C:1]1([C:7]([C:9]2[CH:14]=[CH:13][CH:12]=[CH:11][CH:10]=2)=[CH2:8])[CH:6]=[CH:5][CH:4]=[CH:3][CH:2]=1.[Br:15]Br. The catalyst is C(Cl)(Cl)(Cl)Cl. The product is [Br:15][CH:8]=[C:7]([C:9]1[CH:10]=[CH:11][CH:12]=[CH:13][CH:14]=1)[C:1]1[CH:6]=[CH:5][CH:4]=[CH:3][CH:2]=1. The yield is 0.810. (3) The reactants are [H-].[Na+].[C:3]([CH:5]([CH:10]([C:21]1[CH:26]=[CH:25][CH:24]=[CH:23][C:22]=1[O:27][CH3:28])[C:11]1[C:20]2[C:15](=[CH:16][CH:17]=[CH:18][CH:19]=2)[CH:14]=[CH:13][CH:12]=1)[C:6]([O:8][CH3:9])=[O:7])#[N:4].Cl.[N:30]1[CH:35]=[CH:34][CH:33]=[CH:32][C:31]=1[CH2:36]Cl. The catalyst is CN(C=O)C. The product is [C:3]([C@:5]([CH2:36][C:31]1[CH:32]=[CH:33][CH:34]=[CH:35][N:30]=1)([C@H:10]([C:21]1[CH:26]=[CH:25][CH:24]=[CH:23][C:22]=1[O:27][CH3:28])[C:11]1[C:20]2[C:15](=[CH:16][CH:17]=[CH:18][CH:19]=2)[CH:14]=[CH:13][CH:12]=1)[C:6]([O:8][CH3:9])=[O:7])#[N:4]. The yield is 0.410. (4) The reactants are [C:1]([O:6][C@@H:7]1[C@@H:15]([CH2:16][C:17]2[CH:22]=[CH:21][CH:20]=[CH:19][CH:18]=2)[C:14](=[O:23])[O:13][CH2:12][C@H:11]([NH:24][C:25](=[O:35])C2C(O)=C(OC)C=CN=2)[C:10](=[O:36])[O:9][C@H:8]1[CH3:37])(=[O:5])[CH:2]([CH3:4])[CH3:3].O(C([O:41][C:42]([CH3:45])([CH3:44])[CH3:43])=O)C([O:41][C:42]([CH3:45])([CH3:44])[CH3:43])=O.C(N(CC)CCN)C. The catalyst is CN(C1C=CN=CC=1)C.CC#N. The product is [C:1]([O:6][C@@H:7]1[C@@H:15]([CH2:16][C:17]2[CH:18]=[CH:19][CH:20]=[CH:21][CH:22]=2)[C:14](=[O:23])[O:13][CH2:12][C@H:11]([NH:24][C:25]([O:41][C:42]([CH3:45])([CH3:44])[CH3:43])=[O:35])[C:10](=[O:36])[O:9][C@H:8]1[CH3:37])(=[O:5])[CH:2]([CH3:4])[CH3:3]. The yield is 0.270. (5) The reactants are [F:1][C:2]([F:33])([F:32])[O:3][C:4]1[CH:5]=[C:6]([CH:29]=[CH:30][CH:31]=1)[O:7][C:8]1[CH:9]=[C:10]([NH:14][CH2:15][C:16]2[CH:21]=[CH:20][CH:19]=[C:18]([O:22][C:23]([F:28])([F:27])[CH:24]([F:26])[F:25])[CH:17]=2)[CH:11]=[CH:12][CH:13]=1.[F:34][C:35]([F:41])([F:40])S([O-])(=[O:54])=[O:54].[Yb+3].[F:34][C:35]([F:41])([F:40])S([O-])(=O)=O.[F:34][C:35]([F:41])([F:40])S([O-])(=O)=[O:54].[C:59](#N)[CH3:60]. The catalyst is O.C(Cl)Cl. The product is [F:1][C:2]([F:32])([F:33])[O:3][C:4]1[CH:5]=[C:6]([CH:29]=[CH:30][CH:31]=1)[O:7][C:8]1[CH:9]=[C:10]([N:14]([CH2:15][C:16]2[CH:21]=[CH:20][CH:19]=[C:18]([O:22][C:23]([F:27])([F:28])[CH:24]([F:26])[F:25])[CH:17]=2)[CH2:60][C@@H:59]([OH:54])[C:35]([F:41])([F:40])[F:34])[CH:11]=[CH:12][CH:13]=1. The yield is 0.230.